From a dataset of Forward reaction prediction with 1.9M reactions from USPTO patents (1976-2016). Predict the product of the given reaction. Given the reactants [OH:1][C@H:2]1[CH2:6][CH2:5][N:4]([C:7]([O:9][C:10]([CH3:13])([CH3:12])[CH3:11])=[O:8])[CH2:3]1.I[CH:15]([CH3:17])[CH3:16], predict the reaction product. The product is: [CH:15]([O:1][C@H:2]1[CH2:6][CH2:5][N:4]([C:7]([O:9][C:10]([CH3:13])([CH3:12])[CH3:11])=[O:8])[CH2:3]1)([CH3:17])[CH3:16].